Dataset: Forward reaction prediction with 1.9M reactions from USPTO patents (1976-2016). Task: Predict the product of the given reaction. (1) Given the reactants [CH:1]([N:14]1[CH2:19][CH2:18][N:17]([CH2:20][CH:21]2[O:25][C:24](=[O:26])[N:23]([CH2:27]C3C=CC(F)=CC=3)[CH2:22]2)[CH2:16][CH2:15]1)([C:8]1[CH:13]=[CH:12][CH:11]=[CH:10][CH:9]=1)[C:2]1[CH:7]=[CH:6][CH:5]=[CH:4][CH:3]=1.CC1C=CC(S(OCC2OC(=O)N(C[CH2:54][C:55]3[CH:60]=[CH:59][C:58]([CH3:61])=[CH:57][CH:56]=3)C2)(=O)=O)=CC=1.CC1C=CC(S(OCC2OC(=O)N(CC3C=CC(F)=CC=3)C2)(=O)=O)=CC=1, predict the reaction product. The product is: [CH:1]([N:14]1[CH2:15][CH2:16][N:17]([CH2:20][CH:21]2[O:25][C:24](=[O:26])[N:23]([CH2:27][CH2:54][C:55]3[CH:60]=[CH:59][C:58]([CH3:61])=[CH:57][CH:56]=3)[CH2:22]2)[CH2:18][CH2:19]1)([C:2]1[CH:7]=[CH:6][CH:5]=[CH:4][CH:3]=1)[C:8]1[CH:13]=[CH:12][CH:11]=[CH:10][CH:9]=1. (2) Given the reactants [H-].[Na+].[CH2:3]([O:6][C:7]1[CH:8]=[C:9]([O:15][S:16]([C:19]([F:22])([F:21])[F:20])(=[O:18])=[O:17])[CH:10]=[CH:11][C:12]=1[CH:13]=O)[CH:4]=[CH2:5].[CH2:23]1COCC1, predict the reaction product. The product is: [CH2:3]([O:6][C:7]1[CH:8]=[C:9]([O:15][S:16]([C:19]([F:22])([F:21])[F:20])(=[O:18])=[O:17])[CH:10]=[CH:11][C:12]=1[CH:13]=[CH2:23])[CH:4]=[CH2:5]. (3) Given the reactants [C-]#N.[Na+].[Cl:4][C:5]1[N:6]=[CH:7][C:8]2[CH:13]=[C:12]([CH2:14][OH:15])[N:11]([CH:16]3[CH2:20][CH2:19][CH2:18][CH2:17]3)[C:9]=2[N:10]=1.[CH3:21][NH:22][CH3:23].N[C@H](C(O)=O)C, predict the reaction product. The product is: [Cl:4][C:5]1[N:6]=[CH:7][C:8]2[CH:13]=[C:12]([C:14]([N:22]([CH3:23])[CH3:21])=[O:15])[N:11]([CH:16]3[CH2:17][CH2:18][CH2:19][CH2:20]3)[C:9]=2[N:10]=1. (4) Given the reactants Br[C:2]1[CH:3]=[N:4][CH:5]=[C:6]2[C:11]=1[N:10]=[C:9]([C:12]([NH2:14])=[O:13])[C:8]([CH3:15])=[CH:7]2.CC1(C)C(C)(C)OB([C:24]2[CH:31]=[CH:30][C:27]([C:28]#[N:29])=[CH:26][CH:25]=2)O1, predict the reaction product. The product is: [C:28]([C:27]1[CH:30]=[CH:31][C:24]([C:2]2[CH:3]=[N:4][CH:5]=[C:6]3[C:11]=2[N:10]=[C:9]([C:12]([NH2:14])=[O:13])[C:8]([CH3:15])=[CH:7]3)=[CH:25][CH:26]=1)#[N:29]. (5) Given the reactants [F:1][C:2]1[CH:7]=[CH:6][C:5]([C@@H:8]([NH:10][C:11]2[N:16]=[C:15]([N:17]3[CH2:20][CH:19]([CH2:21][NH:22]C(=O)OC(C)(C)C)[CH2:18]3)[CH:14]=[C:13]([NH:30][C:31]3[CH:36]=[N:35][CH:34]=[CH:33][N:32]=3)[N:12]=2)[CH3:9])=[CH:4][CH:3]=1.FC(F)(F)C(O)=O, predict the reaction product. The product is: [NH2:22][CH2:21][CH:19]1[CH2:18][N:17]([C:15]2[N:16]=[C:11]([NH:10][C@H:8]([C:5]3[CH:4]=[CH:3][C:2]([F:1])=[CH:7][CH:6]=3)[CH3:9])[N:12]=[C:13]([NH:30][C:31]3[CH:36]=[N:35][CH:34]=[CH:33][N:32]=3)[CH:14]=2)[CH2:20]1. (6) Given the reactants [Li]CCCC.N(C(C)C)C(C)C.[C:13]([O:17][C:18]([N:20]([NH:28][C:29]1[S:30][CH:31]=[C:32]([C:34]2[CH:39]=[CH:38][CH:37]=[CH:36][CH:35]=2)[N:33]=1)[C:21](=[O:27])[O:22][C:23]([CH3:26])([CH3:25])[CH3:24])=[O:19])([CH3:16])([CH3:15])[CH3:14].Cl[C:41]([O:43][CH2:44][CH3:45])=[O:42], predict the reaction product. The product is: [C:13]([O:17][C:18]([N:20]([C:21]([O:22][C:23]([CH3:26])([CH3:25])[CH3:24])=[O:27])[NH:28][C:29]1[S:30][C:31]([C:41]([O:43][CH2:44][CH3:45])=[O:42])=[C:32]([C:34]2[CH:39]=[CH:38][CH:37]=[CH:36][CH:35]=2)[N:33]=1)=[O:19])([CH3:14])([CH3:15])[CH3:16]. (7) Given the reactants [CH:1]1([CH2:7][CH:8]([N:19]2[C:28](=[O:29])[C:27]3[C:22](=[CH:23][CH:24]=[C:25]([F:30])[CH:26]=3)[N:21]=[CH:20]2)[C:9]([NH:11][C:12]2[S:13][C:14]([CH:17]=[O:18])=[CH:15][N:16]=2)=[O:10])[CH2:6][CH2:5][CH2:4][CH2:3][CH2:2]1.CC([O-])=O.[Na+].[BH3-]C#N.[Na+], predict the reaction product. The product is: [CH:1]1([CH2:7][CH:8]([N:19]2[C:28](=[O:29])[C:27]3[C:22](=[CH:23][CH:24]=[C:25]([F:30])[CH:26]=3)[N:21]=[CH:20]2)[C:9]([NH:11][C:12]2[S:13][C:14]([CH2:17][OH:18])=[CH:15][N:16]=2)=[O:10])[CH2:2][CH2:3][CH2:4][CH2:5][CH2:6]1. (8) Given the reactants [CH3:1][N:2]1[CH:10]=[C:9]2[C:4]([CH:5]=[CH:6][CH:7]=[C:8]2[C@H:11]2[CH2:13][C@H:12]2[CH2:14]O)=[N:3]1.N(C(OCC)=O)=NC(OCC)=O.C1(P(C2C=CC=CC=2)C2C=CC=CC=2)C=CC=CC=1.[C:47]1(=[O:57])[NH:51][C:50](=[O:52])[C:49]2=[CH:53][CH:54]=[CH:55][CH:56]=[C:48]12, predict the reaction product. The product is: [CH3:1][N:2]1[CH:10]=[C:9]2[C:4]([CH:5]=[CH:6][CH:7]=[C:8]2[C@H:11]2[CH2:13][C@H:12]2[CH2:14][N:51]2[C:47](=[O:57])[C:48]3[C:49](=[CH:53][CH:54]=[CH:55][CH:56]=3)[C:50]2=[O:52])=[N:3]1.